From a dataset of Full USPTO retrosynthesis dataset with 1.9M reactions from patents (1976-2016). Predict the reactants needed to synthesize the given product. (1) Given the product [OH:5][C:4]1[CH:3]=[C:2]([CH:10]=[C:8]([OH:9])[C:6]=1[OH:7])[C:1]([O:12][C:15]1[C:14]([O:24][C:1](=[O:11])[C:2]2[CH:10]=[C:8]([OH:9])[C:6]([OH:7])=[C:4]([OH:5])[CH:3]=2)=[CH:13][C:22]2[C:17](=[CH:18][CH:19]=[CH:20][CH:21]=2)[CH:16]=1)=[O:11], predict the reactants needed to synthesize it. The reactants are: [C:1]([OH:12])(=[O:11])[C:2]1[CH:10]=[C:8]([OH:9])[C:6]([OH:7])=[C:4]([OH:5])[CH:3]=1.[CH:13]1[C:22]2[C:17](=[CH:18][CH:19]=[CH:20][CH:21]=2)[CH:16]=[C:15](O)[C:14]=1[OH:24]. (2) Given the product [Cl:1][C:2]1[CH:3]=[CH:4][C:5]([O:15][CH2:16][C:17]2[CH:22]=[CH:21][C:20]([Cl:23])=[CH:19][C:18]=2[F:24])=[C:6]([CH:14]=1)[CH2:7][N:8]1[CH2:12][CH2:11][O:10][S:9]1(=[O:25])=[O:13], predict the reactants needed to synthesize it. The reactants are: [Cl:1][C:2]1[CH:3]=[CH:4][C:5]([O:15][CH2:16][C:17]2[CH:22]=[CH:21][C:20]([Cl:23])=[CH:19][C:18]=2[F:24])=[C:6]([CH:14]=1)[CH2:7][N:8]1[CH2:12][CH2:11][O:10][S:9]1=[O:13].[OH2:25]. (3) Given the product [CH3:19][O:18][C:16]([C:15]1[S:12](=[O:14])(=[O:13])[N:11]([CH2:20][CH:21]([F:23])[F:22])[C:10]2[C:5]([C:3]=1[OH:2])=[N:6][CH:7]=[CH:8][N:9]=2)=[O:17], predict the reactants needed to synthesize it. The reactants are: C[O:2][C:3]([C:5]1[C:10]([N:11]([CH2:20][CH:21]([F:23])[F:22])[S:12]([CH2:15][C:16]([O:18][CH3:19])=[O:17])(=[O:14])=[O:13])=[N:9][CH:8]=[CH:7][N:6]=1)=O.C[Si](C)(C)[N-][Si](C)(C)C.[Na+].